Dataset: Full USPTO retrosynthesis dataset with 1.9M reactions from patents (1976-2016). Task: Predict the reactants needed to synthesize the given product. (1) Given the product [C:42]([O:41][C:39](=[O:40])[CH2:38][O:30][C:4]1[CH:3]=[C:2]([Cl:1])[CH:29]=[CH:28][C:5]=1[O:6][CH2:7][C:8]([N:10]1[CH2:15][CH2:14][N:13]([CH2:16][C:17]2[CH:22]=[CH:21][C:20]([F:23])=[CH:19][CH:18]=2)[CH2:12][C@H:11]1[CH2:24][C:25](=[O:26])[NH2:27])=[O:9])([CH3:45])([CH3:44])[CH3:43], predict the reactants needed to synthesize it. The reactants are: [Cl:1][C:2]1[CH:29]=[CH:28][C:5]([O:6][CH2:7][C:8]([N:10]2[CH2:15][CH2:14][N:13]([CH2:16][C:17]3[CH:22]=[CH:21][C:20]([F:23])=[CH:19][CH:18]=3)[CH2:12][C@H:11]2[CH2:24][C:25]([NH2:27])=[O:26])=[O:9])=[C:4]([OH:30])[CH:3]=1.C(=O)([O-])[O-].[Cs+].[Cs+].Br[CH2:38][C:39]([O:41][C:42]([CH3:45])([CH3:44])[CH3:43])=[O:40]. (2) Given the product [OH:1][CH2:2][CH2:3][CH2:4][CH2:5][CH2:6][CH2:7][C:8]1[CH:9]=[CH:10][C:11]([CH2:14][CH2:15][C:16]2[C:25]3[C:20](=[CH:21][CH:22]=[CH:23][CH:24]=3)[C:19]([CH2:26][CH2:27][C:28]3[CH:33]=[CH:32][C:31]([CH2:34][CH2:35][CH2:36][CH2:37][CH2:38][CH2:39][OH:40])=[CH:30][CH:29]=3)=[CH:18][CH:17]=2)=[CH:12][CH:13]=1, predict the reactants needed to synthesize it. The reactants are: [OH:1][CH2:2][CH2:3][CH2:4][CH2:5][C:6]#[C:7][C:8]1[CH:13]=[CH:12][C:11]([CH:14]=[CH:15][C:16]2[C:25]3[C:20](=[CH:21][CH:22]=[CH:23][CH:24]=3)[C:19]([CH:26]=[CH:27][C:28]3[CH:33]=[CH:32][C:31]([C:34]#[C:35][CH2:36][CH2:37][CH2:38][CH2:39][OH:40])=[CH:30][CH:29]=3)=[CH:18][CH:17]=2)=[CH:10][CH:9]=1. (3) The reactants are: [CH2:1]([O:3][C:4](=[O:24])[C:5]1[CH:10]=[C:9]([NH2:11])[C:8]([NH:12][CH3:13])=[CH:7][C:6]=1[N:14]1[CH2:19][CH2:18][CH:17]([C:20]([F:23])([F:22])[F:21])[CH2:16][CH2:15]1)[CH3:2].[C:25]([O:29][C:30](=[O:44])[NH:31][CH2:32][C:33]1[CH:38]=[CH:37][C:36]([Cl:39])=[C:35]([N:40]=[C:41]=S)[C:34]=1[Cl:43])([CH3:28])([CH3:27])[CH3:26].CC(C)N=C=NC(C)C. Given the product [CH2:1]([O:3][C:4]([C:5]1[C:6]([N:14]2[CH2:19][CH2:18][CH:17]([C:20]([F:22])([F:21])[F:23])[CH2:16][CH2:15]2)=[CH:7][C:8]2[N:12]([CH3:13])[C:41]([NH:40][C:35]3[C:36]([Cl:39])=[CH:37][CH:38]=[C:33]([CH2:32][NH:31][C:30]([O:29][C:25]([CH3:28])([CH3:27])[CH3:26])=[O:44])[C:34]=3[Cl:43])=[N:11][C:9]=2[CH:10]=1)=[O:24])[CH3:2], predict the reactants needed to synthesize it. (4) Given the product [C:1]([O:4][N:5]([S:22]([C:17]1[CH:18]=[CH:19][CH:20]=[CH:21][C:16]=1[Br:15])(=[O:24])=[O:23])[C:6](=[O:7])[O:8][C:9]([CH3:12])([CH3:11])[CH3:10])(=[O:3])[CH3:2], predict the reactants needed to synthesize it. The reactants are: [C:1]([O:4][NH:5][C:6]([O:8][C:9]([CH3:12])([CH3:11])[CH3:10])=[O:7])(=[O:3])[CH3:2].[H-].[Na+].[Br:15][C:16]1[CH:21]=[CH:20][CH:19]=[CH:18][C:17]=1[S:22](Cl)(=[O:24])=[O:23].CCCCCCC. (5) Given the product [Br:1][C:2]1[C:3]([N:10]([CH:12]2[CH2:16][CH2:15][CH:14]([CH3:17])[CH2:13]2)[NH:11][C:24](=[O:25])[C:23]2[CH:27]=[CH:28][C:20]([CH2:19][Cl:18])=[CH:21][CH:22]=2)=[N:4][C:5]([C:8]#[N:9])=[N:6][CH:7]=1, predict the reactants needed to synthesize it. The reactants are: [Br:1][C:2]1[C:3]([N:10]([CH:12]2[CH2:16][CH2:15][CH:14]([CH3:17])[CH2:13]2)[NH2:11])=[N:4][C:5]([C:8]#[N:9])=[N:6][CH:7]=1.[Cl:18][CH2:19][C:20]1[CH:28]=[CH:27][C:23]([C:24](Cl)=[O:25])=[CH:22][CH:21]=1.CCN(C(C)C)C(C)C. (6) Given the product [C:56]([NH:55][CH2:54][CH2:53][C:48]1[CH:49]=[CH:50][CH:51]=[CH:52][C:47]=1[C:46]1[O:17][N:16]=[C:15]([C@@H:3]2[C@@:2]([OH:1])([C:18]3[CH:23]=[CH:22][C:21]([CH2:24][O:25][CH2:26][C@@H:27]([CH3:31])[CH2:28][O:29][CH3:30])=[CH:20][CH:19]=3)[CH2:7][CH2:6][N:5]([C:8]([O:10][C:11]([CH3:12])([CH3:13])[CH3:14])=[O:9])[CH2:4]2)[C:45]=1[Br:44])(=[O:58])[CH3:57], predict the reactants needed to synthesize it. The reactants are: [OH:1][C@:2]1([C:18]2[CH:23]=[CH:22][C:21]([CH2:24][O:25][CH2:26][C@@H:27]([CH3:31])[CH2:28][O:29][CH3:30])=[CH:20][CH:19]=2)[CH2:7][CH2:6][N:5]([C:8]([O:10][C:11]([CH3:14])([CH3:13])[CH3:12])=[O:9])[CH2:4][C@@H:3]1[CH:15]=[N:16][OH:17].CC1C=CC(S(NCl)(=O)=O)=CC=1.[Br:44][C:45]#[C:46][C:47]1[CH:52]=[CH:51][CH:50]=[CH:49][C:48]=1[CH2:53][CH2:54][NH:55][C:56](=[O:58])[CH3:57]. (7) Given the product [ClH:15].[F:29][C:18]1[CH:19]=[C:20]([C:23]2[CH:24]=[N:25][N:26]([CH3:28])[CH:27]=2)[CH:21]=[CH:22][C:17]=1[CH2:16][N:1]1[C:9]2[C:4](=[N:5][CH:6]=[CH:7][CH:8]=2)[C:3]([C:10]([OH:12])=[O:11])=[N:2]1, predict the reactants needed to synthesize it. The reactants are: [NH:1]1[C:9]2[C:4](=[N:5][CH:6]=[CH:7][CH:8]=2)[C:3]([C:10]([O:12]CC)=[O:11])=[N:2]1.[Cl:15][CH2:16][C:17]1[CH:22]=[CH:21][C:20]([C:23]2[CH:24]=[N:25][N:26]([CH3:28])[CH:27]=2)=[CH:19][C:18]=1[F:29].[OH-].[Li+]. (8) Given the product [I:3][C:4]1[CH:5]=[CH:8][C:9]([C:12]([F:15])([F:14])[F:13])=[CH:10][C:18]=1[C:16]([OH:19])=[O:1], predict the reactants needed to synthesize it. The reactants are: [OH-:1].[K+].[I:3][C:4]1C=[CH:10][C:9]([C:12]([F:15])([F:14])[F:13])=[CH:8][C:5]=1C#N.[CH:16]([OH:19])([CH3:18])C.